From a dataset of Catalyst prediction with 721,799 reactions and 888 catalyst types from USPTO. Predict which catalyst facilitates the given reaction. (1) Reactant: Br[C:2]1[C:3]([C@@H:14]([NH:24][C:25](=[O:43])[CH2:26][N:27]2[C:35]3[C:34]([F:37])([F:36])[CH2:33][CH2:32][C:31]([F:39])([F:38])[C:30]=3[C:29]([CH:40]([F:42])[F:41])=[N:28]2)[CH2:15][C:16]2[CH:21]=[C:20]([F:22])[CH:19]=[C:18]([F:23])[CH:17]=2)=[N:4][CH:5]=[C:6]([C:8]#[C:9][C:10]([OH:13])([CH3:12])[CH3:11])[CH:7]=1.CC1(C)C(C)(C)OB([C:52]2[CH:60]=[C:59]3[C:55]([CH2:56][NH:57][C:58]3=[O:61])=[CH:54][CH:53]=2)O1.[Li+].[Cl-].C([O-])([O-])=O.[K+].[K+]. Product: [F:41][CH:40]([F:42])[C:29]1[C:30]2[C:31]([F:39])([F:38])[CH2:32][CH2:33][C:34]([F:37])([F:36])[C:35]=2[N:27]([CH2:26][C:25]([NH:24][C@H:14]([C:3]2[C:2]([C:52]3[CH:60]=[C:59]4[C:55](=[CH:54][CH:53]=3)[CH2:56][NH:57][C:58]4=[O:61])=[CH:7][C:6]([C:8]#[C:9][C:10]([OH:13])([CH3:11])[CH3:12])=[CH:5][N:4]=2)[CH2:15][C:16]2[CH:17]=[C:18]([F:23])[CH:19]=[C:20]([F:22])[CH:21]=2)=[O:43])[N:28]=1. The catalyst class is: 628. (2) Reactant: [CH:1]([C:3]1[O:4][CH:5]=[CH:6][C:7]=1[C:8]1[C:18]2[O:17][CH2:16][CH2:15][N:14]([C:19]([O:21][C:22]([CH3:25])([CH3:24])[CH3:23])=[O:20])[CH2:13][C:12]=2[CH:11]=[CH:10][CH:9]=1)=O.O.NN.C(O)CO.[OH-].[K+]. Product: [CH3:1][C:3]1[O:4][CH:5]=[CH:6][C:7]=1[C:8]1[C:18]2[O:17][CH2:16][CH2:15][N:14]([C:19]([O:21][C:22]([CH3:25])([CH3:24])[CH3:23])=[O:20])[CH2:13][C:12]=2[CH:11]=[CH:10][CH:9]=1. The catalyst class is: 72. (3) Reactant: [N:1]1[CH:6]=[CH:5][CH:4]=[C:3]([C:7]2[C:8]3[CH:15]=[CH:14][C:13]([OH:16])=[CH:12][C:9]=3[S:10][CH:11]=2)[CH:2]=1.[CH2:17](I)[CH2:18][CH2:19][CH3:20].C(=O)([O-])[O-].[K+].[K+]. Product: [CH2:17]([O:16][C:13]1[CH:14]=[CH:15][C:8]2[C:7]([C:3]3[CH:2]=[N:1][CH:6]=[CH:5][CH:4]=3)=[CH:11][S:10][C:9]=2[CH:12]=1)[CH2:18][CH2:19][CH3:20]. The catalyst class is: 39. (4) Reactant: [NH2:1][C:2]1[C:6]([Br:7])=[CH:5][NH:4][N:3]=1.[F:8][C:9]([F:26])([F:25])[C:10](=O)[CH2:11][C:12]([C:14]1[CH:19]=[CH:18][C:17]([C:20]([F:23])([F:22])[F:21])=[CH:16][CH:15]=1)=O. Product: [Br:7][C:6]1[CH:5]=[N:4][N:3]2[C:10]([C:9]([F:8])([F:26])[F:25])=[CH:11][C:12]([C:14]3[CH:19]=[CH:18][C:17]([C:20]([F:21])([F:22])[F:23])=[CH:16][CH:15]=3)=[N:1][C:2]=12. The catalyst class is: 86. (5) Reactant: [CH3:1][C@H:2]1[CH2:7][C@H:6]([C:8]([OH:10])=[O:9])[N:5]([C:11]([C@@H:13]([NH:21][S:22]([C:25]2[C:30]3[NH:31][CH2:32][CH:33]([CH3:35])[CH2:34][C:29]=3[CH:28]=[CH:27][CH:26]=2)(=[O:24])=[O:23])[CH2:14][CH2:15][CH2:16][N:17]=[C:18]([NH2:20])[NH2:19])=[O:12])[CH2:4][CH2:3]1.O. Product: [CH3:1][C@H:2]1[CH2:7][C@H:6]([C:8]([OH:10])=[O:9])[N:5]([C:11]([C@@H:13]([NH:21][S:22]([C:25]2[C:30]3[NH:31][CH2:32][CH:33]([CH3:35])[CH2:34][C:29]=3[CH:28]=[CH:27][CH:26]=2)(=[O:23])=[O:24])[CH2:14][CH2:15][CH2:16][N:17]=[C:18]([NH2:20])[NH2:19])=[O:12])[CH2:4][CH2:3]1. The catalyst class is: 6. (6) Reactant: [CH3:1][O:2][C:3]1[CH:4]=[C:5]([NH:13][C:14]([NH2:16])=[O:15])[CH:6]=[C:7]([O:11][CH3:12])[C:8]=1[O:9][CH3:10].C([O:19][C:20](=[O:26])[CH2:21][C:22]([CH2:24]Cl)=O)C. Product: [CH3:1][O:2][C:3]1[CH:4]=[C:5]([NH:13][C:14](=[O:15])[NH:16][C:22]2[CH2:24][O:19][C:20](=[O:26])[CH:21]=2)[CH:6]=[C:7]([O:11][CH3:12])[C:8]=1[O:9][CH3:10]. The catalyst class is: 12. (7) Reactant: Br[C:2]1[CH:3]=[C:4]([C:11](=O)[CH3:12])[CH:5]=[CH:6][C:7]=1[N+:8]([O-:10])=[O:9].[C:14]([NH2:17])(=[S:16])[CH3:15].C(OCC)(=O)C. Product: [CH3:15][C:14]1[S:16][CH:12]=[C:11]([C:4]2[CH:5]=[CH:6][C:7]([N+:8]([O-:10])=[O:9])=[CH:2][CH:3]=2)[N:17]=1. The catalyst class is: 9.